From a dataset of Full USPTO retrosynthesis dataset with 1.9M reactions from patents (1976-2016). Predict the reactants needed to synthesize the given product. (1) Given the product [C:33]([C:31]1[N:32]=[C:28]([NH:27][C:17]([C:16]2[CH:20]=[CH:21][C:13]([O:12][C:11]3[CH:10]=[C:9]4[C:4]([CH:5]([C:22]([O:24][CH2:25][CH3:26])=[O:23])[CH2:6][CH2:7][O:8]4)=[CH:3][C:2]=3[Cl:1])=[CH:14][CH:15]=2)=[O:18])[S:29][CH:30]=1)([CH3:36])([CH3:35])[CH3:34], predict the reactants needed to synthesize it. The reactants are: [Cl:1][C:2]1[CH:3]=[C:4]2[C:9](=[CH:10][C:11]=1[O:12][C:13]1[CH:21]=[CH:20][C:16]([C:17](O)=[O:18])=[CH:15][CH:14]=1)[O:8][CH2:7][CH2:6][CH:5]2[C:22]([O:24][CH2:25][CH3:26])=[O:23].[NH2:27][C:28]1[S:29][CH:30]=[C:31]([C:33]([CH3:36])([CH3:35])[CH3:34])[N:32]=1.Cl.CN(C)CCCN=C=NCC.ON1C2N=CC=CC=2N=N1. (2) Given the product [CH:1]([N:4]1[C:9](=[O:10])[CH:8]=[CH:7][C:6]([C:11]2[N:12]=[C:13]([C:25]#[N:26])[C:14]([O:29][CH3:28])=[N:15][C:16]=2[C:17]2[CH:18]=[CH:19][CH:20]=[CH:21][CH:22]=2)=[N:5]1)([CH3:2])[CH3:3], predict the reactants needed to synthesize it. The reactants are: [CH:1]([N:4]1[C:9](=[O:10])[CH:8]=[CH:7][C:6]([C:11]2[N:12]=[C:13]([C:25]#[N:26])[C:14](C#N)=[N:15][C:16]=2[C:17]2[CH:22]=[CH:21][CH:20]=[CH:19][CH:18]=2)=[N:5]1)([CH3:3])[CH3:2].N.[CH3:28][OH:29]. (3) The reactants are: [Cl:1][C:2]1[C:10]2[N:9]=[N:8][N:7]([CH2:11][CH:12]3[CH2:14][CH2:13]3)[C:6]=2[CH:5]=[CH:4][C:3]=1[C:15]1[CH:20]=[CH:19][C:18]([CH2:21][N:22]2[CH2:27][CH2:26][NH:25][CH2:24][CH2:23]2)=[CH:17][CH:16]=1.[C:28]([CH2:30][C:31](O)=[O:32])#[N:29].F[P-](F)(F)(F)(F)F.N1(O[P+](N2CCCC2)(N2CCCC2)N2CCCC2)C2C=CC=CC=2N=N1.C(N(C(C)C)CC)(C)C. Given the product [Cl:1][C:2]1[C:10]2[N:9]=[N:8][N:7]([CH2:11][CH:12]3[CH2:14][CH2:13]3)[C:6]=2[CH:5]=[CH:4][C:3]=1[C:15]1[CH:16]=[CH:17][C:18]([CH2:21][N:22]2[CH2:23][CH2:24][N:25]([C:31](=[O:32])[CH2:30][C:28]#[N:29])[CH2:26][CH2:27]2)=[CH:19][CH:20]=1, predict the reactants needed to synthesize it. (4) Given the product [Cl:26][C:13]1[CH:14]=[C:15]([NH:18][C:19]2[CH:24]=[CH:23][CH:22]=[CH:21][C:20]=2[CH3:25])[CH:16]=[CH:17][C:12]=1[C:10]([C:8]1[CH:9]=[C:4]([N:1]2[CH:31]=[C:30]([CH2:29][CH2:28][OH:32])[N:3]=[N:2]2)[CH:5]=[CH:6][C:7]=1[CH3:27])=[O:11], predict the reactants needed to synthesize it. The reactants are: [N:1]([C:4]1[CH:5]=[CH:6][C:7]([CH3:27])=[C:8]([C:10]([C:12]2[CH:17]=[CH:16][C:15]([NH:18][C:19]3[CH:24]=[CH:23][CH:22]=[CH:21][C:20]=3[CH3:25])=[CH:14][C:13]=2[Cl:26])=[O:11])[CH:9]=1)=[N+:2]=[N-:3].[CH2:28]([OH:32])[CH2:29][C:30]#[CH:31].